This data is from Full USPTO retrosynthesis dataset with 1.9M reactions from patents (1976-2016). The task is: Predict the reactants needed to synthesize the given product. (1) Given the product [C:57]([O:56][C:54]([N:46]1[C:47]2[C:43](=[C:42]([CH:40]([C:8]3[N:7]([CH2:6][O:5][CH2:4][CH2:3][Si:2]([CH3:19])([CH3:18])[CH3:1])[C:15]4[C:10]([CH:9]=3)=[CH:11][CH:12]=[C:13]([C:16]#[N:17])[CH:14]=4)[OH:41])[C:50]([O:51][CH3:52])=[CH:49][C:48]=2[CH3:53])[CH:44]=[CH:45]1)=[O:55])([CH3:60])([CH3:58])[CH3:59], predict the reactants needed to synthesize it. The reactants are: [CH3:1][Si:2]([CH3:19])([CH3:18])[CH2:3][CH2:4][O:5][CH2:6][N:7]1[C:15]2[C:10](=[CH:11][CH:12]=[C:13]([C:16]#[N:17])[CH:14]=2)[CH:9]=[CH:8]1.CCCCCCC.C1COCC1.C(C1C=CC=CC=1)C.[CH:40]([C:42]1[C:50]([O:51][CH3:52])=[CH:49][C:48]([CH3:53])=[C:47]2[C:43]=1[CH:44]=[CH:45][N:46]2[C:54]([O:56][C:57]([CH3:60])([CH3:59])[CH3:58])=[O:55])=[O:41]. (2) Given the product [CH2:7]([NH:9][C:10]([N:26]1[C:27]([C:29]([F:32])([F:31])[F:30])=[CH:28][C:24]([O:23][C:14]2[C:13]([Cl:12])=[CH:18][C:17]([C:19]([F:22])([F:21])[F:20])=[CH:16][N:15]=2)=[N:25]1)=[O:11])[CH3:8], predict the reactants needed to synthesize it. The reactants are: C(=O)([O-])[O-].[K+].[K+].[CH2:7]([N:9]=[C:10]=[O:11])[CH3:8].[Cl:12][C:13]1[C:14]([O:23][C:24]2[CH:28]=[C:27]([C:29]([F:32])([F:31])[F:30])[NH:26][N:25]=2)=[N:15][CH:16]=[C:17]([C:19]([F:22])([F:21])[F:20])[CH:18]=1.Cl.